Dataset: NCI-60 drug combinations with 297,098 pairs across 59 cell lines. Task: Regression. Given two drug SMILES strings and cell line genomic features, predict the synergy score measuring deviation from expected non-interaction effect. (1) Drug 1: CC1=CC=C(C=C1)C2=CC(=NN2C3=CC=C(C=C3)S(=O)(=O)N)C(F)(F)F. Drug 2: C1C(C(OC1N2C=C(C(=O)NC2=O)F)CO)O. Cell line: HCT-15. Synergy scores: CSS=49.1, Synergy_ZIP=-7.70, Synergy_Bliss=-6.88, Synergy_Loewe=-11.0, Synergy_HSA=0.462. (2) Drug 2: CC12CCC3C(C1CCC2OP(=O)(O)O)CCC4=C3C=CC(=C4)OC(=O)N(CCCl)CCCl.[Na+]. Synergy scores: CSS=34.0, Synergy_ZIP=-11.8, Synergy_Bliss=-4.62, Synergy_Loewe=-34.8, Synergy_HSA=-1.98. Drug 1: COC1=CC(=CC(=C1O)OC)C2C3C(COC3=O)C(C4=CC5=C(C=C24)OCO5)OC6C(C(C7C(O6)COC(O7)C8=CC=CS8)O)O. Cell line: IGROV1. (3) Drug 1: CS(=O)(=O)C1=CC(=C(C=C1)C(=O)NC2=CC(=C(C=C2)Cl)C3=CC=CC=N3)Cl. Drug 2: C1=C(C(=O)NC(=O)N1)N(CCCl)CCCl. Cell line: HL-60(TB). Synergy scores: CSS=43.8, Synergy_ZIP=-4.25, Synergy_Bliss=-9.77, Synergy_Loewe=-27.5, Synergy_HSA=-11.6. (4) Drug 1: C1=CC(=C2C(=C1NCCNCCO)C(=O)C3=C(C=CC(=C3C2=O)O)O)NCCNCCO. Drug 2: C1C(C(OC1N2C=NC(=NC2=O)N)CO)O. Cell line: UACC-257. Synergy scores: CSS=2.72, Synergy_ZIP=-0.720, Synergy_Bliss=1.14, Synergy_Loewe=-5.24, Synergy_HSA=-2.47. (5) Drug 1: CN(CC1=CN=C2C(=N1)C(=NC(=N2)N)N)C3=CC=C(C=C3)C(=O)NC(CCC(=O)O)C(=O)O. Drug 2: CN1C(=O)N2C=NC(=C2N=N1)C(=O)N. Cell line: HS 578T. Synergy scores: CSS=19.8, Synergy_ZIP=-6.20, Synergy_Bliss=-1.52, Synergy_Loewe=-1.88, Synergy_HSA=-1.84. (6) Drug 1: C1C(C(OC1N2C=NC3=C(N=C(N=C32)Cl)N)CO)O. Drug 2: COC1=NC(=NC2=C1N=CN2C3C(C(C(O3)CO)O)O)N. Cell line: MALME-3M. Synergy scores: CSS=21.2, Synergy_ZIP=-2.90, Synergy_Bliss=3.22, Synergy_Loewe=1.39, Synergy_HSA=1.72. (7) Drug 1: CN1C(=O)N2C=NC(=C2N=N1)C(=O)N. Drug 2: C1CN(CCN1C(=O)CCBr)C(=O)CCBr. Cell line: MOLT-4. Synergy scores: CSS=54.3, Synergy_ZIP=2.36, Synergy_Bliss=1.94, Synergy_Loewe=-20.3, Synergy_HSA=1.98.